Dataset: Rat liver microsome stability data. Task: Regression/Classification. Given a drug SMILES string, predict its absorption, distribution, metabolism, or excretion properties. Task type varies by dataset: regression for continuous measurements (e.g., permeability, clearance, half-life) or binary classification for categorical outcomes (e.g., BBB penetration, CYP inhibition). Dataset: rlm. The drug is CN1CCC(N(Cc2cccs2)c2ccccc2)CC1. The result is 1 (stable in rat liver microsomes).